Dataset: Reaction yield outcomes from USPTO patents with 853,638 reactions. Task: Predict the reaction yield, written as a fraction of the theoretical maximum amount of product (1.0 means a 100% yield; for example, 0.34 means a 34% yield). (1) The reactants are [N+:1]([C:4]1[CH:9]=[CH:8][C:7]([C:10]2[N:14]=[CH:13][N:12]([CH:15]3[CH2:20][CH2:19][CH2:18][CH2:17][O:16]3)[N:11]=2)=[CH:6][CH:5]=1)([O-])=O.[H][H]. The catalyst is CO.[Pd]. The product is [O:16]1[CH2:17][CH2:18][CH2:19][CH2:20][CH:15]1[N:12]1[CH:13]=[N:14][C:10]([C:7]2[CH:6]=[CH:5][C:4]([NH2:1])=[CH:9][CH:8]=2)=[N:11]1. The yield is 1.00. (2) The reactants are [CH3:1][N:2]([C@@H](C1C=CC(OC)=CC=1)C)[C@H:3]1[C:12]2[N:11]=[CH:10][CH:9]=[CH:8][C:7]=2[CH2:6][CH2:5][CH2:4]1.CN(CC1N(C[C@H]2CCCNC2)C2C=CC=CC=2N=1)[C@@H]1C2N=CC=CC=2CCC1. No catalyst specified. The product is [CH3:1][NH:2][C@H:3]1[C:12]2[N:11]=[CH:10][CH:9]=[CH:8][C:7]=2[CH2:6][CH2:5][CH2:4]1. The yield is 0.970. (3) The reactants are Cl[C:2]1[S:12][C:5]2[CH:6]3[CH:10]([CH2:11][C:4]=2[C:3]=1[C:13]#[N:14])[CH2:9][NH:8][CH2:7]3.N([O:17][C:18]([CH3:21])(C)C)=O.C[CH2:23][OH:24]. The catalyst is CC([O-])=O.CC([O-])=O.[Cu+2]. The product is [CH2:18]([O:17][C:23]([N:8]1[CH2:7][CH:6]2[CH:10]([CH2:11][C:4]3[C:3]([C:13]#[N:14])=[CH:2][S:12][C:5]=32)[CH2:9]1)=[O:24])[CH3:21]. The yield is 0.270. (4) The reactants are C[O:2][C:3]([C:5]1[CH:6]=[C:7]([F:33])[CH:8]=[C:9]2[C:14]=1[NH:13][CH:12]([C:15]1[CH:16]=[C:17]([C:21]3[CH:26]=[CH:25][C:24]([C:27]([CH3:30])([CH3:29])[CH3:28])=[CH:23][CH:22]=3)[CH:18]=[CH:19][CH:20]=1)[C:11]([CH3:32])([CH3:31])[CH2:10]2)=[O:4].[OH-].[Na+].Cl. The catalyst is CO.O1CCCC1.O. The product is [C:27]([C:24]1[CH:23]=[CH:22][C:21]([C:17]2[CH:18]=[CH:19][CH:20]=[C:15]([CH:12]3[C:11]([CH3:31])([CH3:32])[CH2:10][C:9]4[C:14](=[C:5]([C:3]([OH:4])=[O:2])[CH:6]=[C:7]([F:33])[CH:8]=4)[NH:13]3)[CH:16]=2)=[CH:26][CH:25]=1)([CH3:28])([CH3:29])[CH3:30]. The yield is 0.900. (5) The reactants are [CH2:1]1[O:11][C:10]2[CH:9]=[CH:8][C:5]([CH2:6][NH2:7])=[CH:4][C:3]=2[O:2]1.[C:12](OC(=O)C)(=[O:14])[CH3:13].[OH-].[Na+]. The catalyst is C(O)(=O)C. The product is [O:11]1[C:10]2[CH:9]=[CH:8][C:5]([CH2:6][NH:7][C:12](=[O:14])[CH3:13])=[CH:4][C:3]=2[O:2][CH2:1]1. The yield is 0.770. (6) The reactants are [CH3:1][O:2][C:3]([C:5]1[CH:13]=[C:12]2[C:8]([CH:9]=[CH:10][NH:11]2)=[CH:7][CH:6]=1)=[O:4].C([Mg]Br)C.[CH3:18][C:19]1([CH3:27])[C:21]([CH3:23])([CH3:22])[CH:20]1[C:24](Cl)=[O:25]. The catalyst is ClCCl.[Cl-].[Zn+2].[Cl-]. The product is [CH3:1][O:2][C:3]([C:5]1[CH:13]=[C:12]2[C:8]([C:9]([C:24]([CH:20]3[C:21]([CH3:23])([CH3:22])[C:19]3([CH3:27])[CH3:18])=[O:25])=[CH:10][NH:11]2)=[CH:7][CH:6]=1)=[O:4]. The yield is 0.400.